From a dataset of Peptide-MHC class II binding affinity with 134,281 pairs from IEDB. Regression. Given a peptide amino acid sequence and an MHC pseudo amino acid sequence, predict their binding affinity value. This is MHC class II binding data. The MHC is HLA-DQA10301-DQB10302 with pseudo-sequence HLA-DQA10301-DQB10302. The peptide sequence is VGSKLIVAMSSWLQK. The binding affinity (normalized) is 0.443.